From a dataset of Catalyst prediction with 721,799 reactions and 888 catalyst types from USPTO. Predict which catalyst facilitates the given reaction. The catalyst class is: 329. Reactant: [CH3:1][O:2][C:3]1[CH:4]=[C:5]([C:11]([C@@H:13]2[C@:22]3([CH3:23])[C@H:17]([C:18]([CH3:25])([CH3:24])[CH2:19][CH2:20][CH2:21]3)[CH2:16][C@@H:15]([NH2:26])[C@H:14]2[CH3:27])=[O:12])[CH:6]=[C:7]([O:9][CH3:10])[CH:8]=1.F[P-](F)(F)(F)(F)F.N1(O[P+](N2CCCC2)(N2CCCC2)N2CCCC2)C2C=CC=CC=2N=N1.[C:61]1([CH3:70])[CH:66]=[CH:65][CH:64]=[C:63]([C:67](O)=[O:68])[CH:62]=1.C(N(CC)C(C)C)(C)C. Product: [CH3:10][O:9][C:7]1[CH:6]=[C:5]([C:11]([C@@H:13]2[C@:22]3([CH3:23])[C@H:17]([C:18]([CH3:25])([CH3:24])[CH2:19][CH2:20][CH2:21]3)[CH2:16][C@@H:15]([NH:26][C:67](=[O:68])[C:63]3[CH:64]=[CH:65][CH:66]=[C:61]([CH3:70])[CH:62]=3)[C@H:14]2[CH3:27])=[O:12])[CH:4]=[C:3]([O:2][CH3:1])[CH:8]=1.